This data is from Full USPTO retrosynthesis dataset with 1.9M reactions from patents (1976-2016). The task is: Predict the reactants needed to synthesize the given product. (1) Given the product [Cl:14][C:15]1[C:20]([C:35]([O:37][CH2:38][CH3:39])=[O:36])=[CH:19][N:18]=[C:17]2[N:21]([Si:24]([CH:28]([CH3:30])[CH3:29])([CH:31]([CH3:33])[CH3:32])[CH:25]([CH3:26])[CH3:27])[CH:22]=[CH:23][C:16]=12, predict the reactants needed to synthesize it. The reactants are: N1C2C(=CN=C3NC=CC3=2)CCC1.[Cl:14][C:15]1[CH:20]=[CH:19][N:18]=[C:17]2[N:21]([Si:24]([CH:31]([CH3:33])[CH3:32])([CH:28]([CH3:30])[CH3:29])[CH:25]([CH3:27])[CH3:26])[CH:22]=[CH:23][C:16]=12.Cl[C:35]([O:37][CH2:38][CH3:39])=[O:36]. (2) Given the product [S:12]([C:8]1[CH:7]=[CH:6][CH:5]=[C:4]2[C:9]=1[CH:10]=[CH:11][C:2]([NH:1][C:23](=[O:29])[CH2:24][CH2:25][C:26]([OH:28])=[O:27])=[CH:3]2)([OH:15])(=[O:13])=[O:14], predict the reactants needed to synthesize it. The reactants are: [NH2:1][C:2]1[CH:3]=[C:4]2[C:9](=[CH:10][CH:11]=1)[C:8]([S:12]([OH:15])(=[O:14])=[O:13])=[CH:7][CH:6]=[CH:5]2.CN1CCOCC1.[C:23]1(=[O:29])[O:28][C:26](=[O:27])[CH2:25][CH2:24]1. (3) Given the product [CH3:14][C:15]1[CH:20]=[CH:19][C:18]([O:5][CH:4]([C:6]2[CH:11]=[CH:10][C:9]([Br:12])=[CH:8][CH:7]=2)[C:3]([OH:2])=[O:13])=[CH:17][CH:16]=1.[Br:12][C:9]1[CH:8]=[CH:7][C:6]([CH:4]([O:21][C:18]2[CH:19]=[CH:20][C:15]([CH3:14])=[CH:16][CH:17]=2)[C:3]([NH:22][C:23]2[CH:28]=[CH:27][CH:26]=[CH:25][N:24]=2)=[O:13])=[CH:11][CH:10]=1, predict the reactants needed to synthesize it. The reactants are: C[O:2][C:3](=[O:13])[CH:4]([C:6]1[CH:11]=[CH:10][C:9]([Br:12])=[CH:8][CH:7]=1)[OH:5].[CH3:14][C:15]1[CH:20]=[CH:19][C:18]([OH:21])=[CH:17][CH:16]=1.[NH2:22][C:23]1[CH:28]=[CH:27][CH:26]=[CH:25][N:24]=1. (4) Given the product [Cl:1][C:2]1[C:3]([C:10]([O:12][CH2:13][CH3:14])=[O:11])=[C:4]([CH3:9])[N:5]=[C:6]([O:16][CH3:15])[CH:7]=1, predict the reactants needed to synthesize it. The reactants are: [Cl:1][C:2]1[CH:7]=[C:6](Cl)[N:5]=[C:4]([CH3:9])[C:3]=1[C:10]([O:12][CH2:13][CH3:14])=[O:11].[CH3:15][O:16][Na].